From a dataset of Full USPTO retrosynthesis dataset with 1.9M reactions from patents (1976-2016). Predict the reactants needed to synthesize the given product. (1) The reactants are: [C:1]([NH2:5])(=[O:4])[CH:2]=[CH2:3].[C:6]([O:11][CH3:12])(=[O:10])[C:7]([CH3:9])=[CH2:8].S(OOS([O-])(=O)=O)([O-])(=O)=O.[K+].[K+]. Given the product [C:1]([NH2:5])(=[O:4])[CH:2]=[CH2:3].[C:6]([O:11][CH3:12])(=[O:10])[C:7]([CH3:9])=[CH2:8], predict the reactants needed to synthesize it. (2) Given the product [CH:1]([N:4]1[C:8]2[CH:9]=[CH:10][CH:11]=[CH:12][C:7]=2[NH:6][C:5]1=[O:13])([CH3:3])[CH3:2], predict the reactants needed to synthesize it. The reactants are: [C:1]([N:4]1[C:8]2[CH:9]=[CH:10][CH:11]=[CH:12][C:7]=2[NH:6][C:5]1=[O:13])([CH3:3])=[CH2:2]. (3) Given the product [N+:18]([C:12]1[CH:13]=[C:14]([NH:15][C:1](=[O:8])[C:2]2[CH:7]=[CH:6][CH:5]=[CH:4][CH:3]=2)[CH:16]=[CH:17][C:11]=1[F:10])([O-:20])=[O:19], predict the reactants needed to synthesize it. The reactants are: [C:1](Cl)(=[O:8])[C:2]1[CH:7]=[CH:6][CH:5]=[CH:4][CH:3]=1.[F:10][C:11]1[CH:17]=[CH:16][C:14]([NH2:15])=[CH:13][C:12]=1[N+:18]([O-:20])=[O:19].C(N(CC)CC)C. (4) Given the product [CH3:13][O:12][C:11]1[C:2]([C:15]2[CH:20]=[CH:19][CH:18]=[CH:17][CH:16]=2)=[CH:3][C:4]([C:5]([O:7][CH3:8])=[O:6])=[CH:9][CH:10]=1, predict the reactants needed to synthesize it. The reactants are: Br[C:2]1[CH:3]=[C:4]([CH:9]=[CH:10][C:11]=1[O:12][CH3:13])[C:5]([O:7][CH3:8])=[O:6].O.[C:15]1(B(O)O)[CH:20]=[CH:19][CH:18]=[CH:17][CH:16]=1.C(=O)([O-])[O-].[K+].[K+].